Dataset: Full USPTO retrosynthesis dataset with 1.9M reactions from patents (1976-2016). Task: Predict the reactants needed to synthesize the given product. (1) Given the product [Cl:1][CH2:2][C:3]([NH:10][C:11]1[CH:12]=[C:13]2[C:18](=[CH:19][CH:20]=1)[CH:17]=[N:16][CH:15]=[CH:14]2)=[O:5], predict the reactants needed to synthesize it. The reactants are: [Cl:1][CH2:2][C:3]([OH:5])=O.C(Cl)CCl.[NH2:10][C:11]1[CH:12]=[C:13]2[C:18](=[CH:19][CH:20]=1)[CH:17]=[N:16][CH:15]=[CH:14]2. (2) The reactants are: [CH:1]1([C:4]2[N:5]=[C:6]([C:9](Cl)=[O:10])[S:7][CH:8]=2)[CH2:3][CH2:2]1.[NH2:12][C:13]1[C:18]([CH3:19])=[C:17]([O:20][CH3:21])[CH:16]=[CH:15][C:14]=1[C:22](=[O:24])[CH3:23]. Given the product [C:22]([C:14]1[C:13]([NH:12][C:9]([C:6]2[S:7][CH:8]=[C:4]([CH:1]3[CH2:3][CH2:2]3)[N:5]=2)=[O:10])=[C:18]([CH3:19])[C:17]([O:20][CH3:21])=[CH:16][CH:15]=1)(=[O:24])[CH3:23], predict the reactants needed to synthesize it. (3) Given the product [N+:18]([C:21]1[CH:26]=[CH:25][C:24]([O:15][C:14]([C:8]2[C:7]3[N:6]([N:5]=[C:4]([CH:1]([CH3:3])[CH3:2])[CH:17]=3)[C:11]([O:12][CH3:13])=[CH:10][CH:9]=2)=[O:16])=[CH:23][CH:22]=1)([O-:20])=[O:19], predict the reactants needed to synthesize it. The reactants are: [CH:1]([C:4]1[CH:17]=[C:7]2[C:8]([C:14]([OH:16])=[O:15])=[CH:9][CH:10]=[C:11]([O:12][CH3:13])[N:6]2[N:5]=1)([CH3:3])[CH3:2].[N+:18]([C:21]1[CH:26]=[CH:25][C:24](O)=[CH:23][CH:22]=1)([O-:20])=[O:19].Cl.CN(C)CCCN=C=NCC.CN(C1C=CC=CN=1)C. (4) The reactants are: [Cl:1]CCCl.Cl[C:6]1[C:15]2[C:10](=[CH:11][C:12]([O:21][CH2:22][CH2:23][O:24][CH3:25])=[C:13]([O:16][CH2:17][CH2:18][O:19][CH3:20])[CH:14]=2)[N:9]=[CH:8][N:7]=1.C(OC([N:33]1[CH2:38][CH2:37][CH:36]([O:39][C:40]2[CH:45]=[CH:44][C:43]([NH2:46])=[CH:42][C:41]=2[CH3:47])[CH2:35][CH2:34]1)=O)(C)(C)C. Given the product [ClH:1].[CH3:20][O:19][CH2:18][CH2:17][O:16][C:13]1[CH:14]=[C:15]2[C:10](=[CH:11][C:12]=1[O:21][CH2:22][CH2:23][O:24][CH3:25])[N:9]=[CH:8][N:7]=[C:6]2[NH:46][C:43]1[CH:44]=[CH:45][C:40]([O:39][CH:36]2[CH2:37][CH2:38][NH:33][CH2:34][CH2:35]2)=[C:41]([CH3:47])[CH:42]=1, predict the reactants needed to synthesize it. (5) Given the product [CH2:22]([C:19]1[NH:18][C:17]2=[C:12]([N:2]3[CH2:3][CH2:4][C:5]4[C:10](=[CH:9][CH:8]=[CH:7][CH:6]=4)[CH2:1]3)[N:13]=[CH:14][CH:15]=[C:16]2[C:20]=1[CH3:21])[CH3:23], predict the reactants needed to synthesize it. The reactants are: [CH2:1]1[C:10]2[C:5](=[CH:6][CH:7]=[CH:8][CH:9]=2)[CH2:4][CH2:3][NH:2]1.Cl[C:12]1[N:13]=[CH:14][CH:15]=[C:16]2[C:20]([CH3:21])=[C:19]([CH2:22][CH3:23])[NH:18][C:17]=12.